This data is from Full USPTO retrosynthesis dataset with 1.9M reactions from patents (1976-2016). The task is: Predict the reactants needed to synthesize the given product. (1) Given the product [C:1]([N:4]1[C:13]2[C:8](=[CH:9][C:10]([C:14]([O:16][CH2:17][CH3:18])=[O:15])=[CH:11][CH:12]=2)[C@@H:7]([OH:19])[CH2:6][C@@H:5]1[CH3:28])(=[O:3])[CH3:2], predict the reactants needed to synthesize it. The reactants are: [C:1]([N:4]1[C:13]2[C:8](=[CH:9][C:10]([C:14]([O:16][CH2:17][CH3:18])=[O:15])=[CH:11][CH:12]=2)[C@@H:7]([O:19]C(=O)C2C=CC=CC=2)[CH2:6][C@@H:5]1[CH3:28])(=[O:3])[CH3:2].C(=O)([O-])[O-].[K+].[K+]. (2) Given the product [CH3:61][C:62]1[CH:63]=[C:64]([NH:69][C:70](=[O:71])[NH:36][C:37]2[CH:38]=[CH:39][C:40]([C:43]3[CH:51]=[C:50]4[C:46]([CH2:47][N:48]([C@@H:53]([CH:58]([CH3:60])[CH3:59])[C:54]([O:56][CH3:57])=[O:55])[C:49]4=[O:52])=[CH:45][CH:44]=3)=[N:41][CH:42]=2)[CH:65]=[CH:66][C:67]=1[CH3:68], predict the reactants needed to synthesize it. The reactants are: ClC1C=CC=CC=1NC(=O)NC1C=CC(C2C=C3C(CN([C@@H](C(C)C)C(OC)=O)C3=O)=CC=2)=NC=1.[NH2:36][C:37]1[CH:38]=[CH:39][C:40]([C:43]2[CH:51]=[C:50]3[C:46]([CH2:47][N:48]([C@@H:53]([CH:58]([CH3:60])[CH3:59])[C:54]([O:56][CH3:57])=[O:55])[C:49]3=[O:52])=[CH:45][CH:44]=2)=[N:41][CH:42]=1.[CH3:61][C:62]1[CH:63]=[C:64]([N:69]=[C:70]=[O:71])[CH:65]=[CH:66][C:67]=1[CH3:68]. (3) The reactants are: [CH3:1][C:2]1[C:10]([CH3:12])([CH3:11])[C:9]2[C:4](=[CH:5][CH:6]=[CH:7][CH:8]=2)[N:3]=1.[Br:13][CH2:14][CH2:15][CH2:16][C:17]([O:19][CH2:20][CH3:21])=[O:18]. Given the product [Br-:13].[CH2:20]([O:19][C:17](=[O:18])[CH2:16][CH2:15][CH2:14][N+:3]1[C:4]2[C:9](=[CH:8][CH:7]=[CH:6][CH:5]=2)[C:10]([CH3:12])([CH3:11])[C:2]=1[CH3:1])[CH3:21], predict the reactants needed to synthesize it. (4) Given the product [CH3:3][N:4]([C:13]1[CH:14]=[C:15]([C:19]2[CH:20]=[N:21][C:22]([CH2:25][CH2:26][C:27]([OH:29])=[O:28])=[N:23][CH:24]=2)[CH:16]=[CH:17][CH:18]=1)[C:5]([NH:7][CH2:8][CH2:9][CH2:10][CH2:11][CH3:12])=[O:6], predict the reactants needed to synthesize it. The reactants are: [OH-].[Li+].[CH3:3][N:4]([C:13]1[CH:14]=[C:15]([C:19]2[CH:20]=[N:21][C:22]([CH2:25][CH2:26][C:27]([O:29]C)=[O:28])=[N:23][CH:24]=2)[CH:16]=[CH:17][CH:18]=1)[C:5]([NH:7][CH2:8][CH2:9][CH2:10][CH2:11][CH3:12])=[O:6].O. (5) The reactants are: [F:1][CH:2]([F:13])[O:3][C:4]1[CH:11]=[CH:10][C:7]([CH:8]=[O:9])=[CH:6][C:5]=1[OH:12].C(=O)([O-])[O-].[K+].[K+].[CH2:20](Br)[C:21]1[CH:26]=[CH:25][CH:24]=[CH:23][CH:22]=1. Given the product [CH2:20]([O:12][C:5]1[CH:6]=[C:7]([CH:10]=[CH:11][C:4]=1[O:3][CH:2]([F:13])[F:1])[CH:8]=[O:9])[C:21]1[CH:26]=[CH:25][CH:24]=[CH:23][CH:22]=1, predict the reactants needed to synthesize it. (6) Given the product [Cl:44][C:43]1[CH:42]=[C:41]2[C:37]([C:38]([CH:45]=[O:46])=[CH:39][NH:40]2)=[CH:36][C:35]=1[C:23]1[CH:28]=[CH:27][C:26]([C:29]2([OH:33])[CH2:32][O:31][CH2:30]2)=[CH:25][CH:24]=1, predict the reactants needed to synthesize it. The reactants are: CC1(C)COB(B2OCC(C)(C)CO2)OC1.C([O-])(=O)C.[K+].Br[C:23]1[CH:28]=[CH:27][C:26]([C:29]2([OH:33])[CH2:32][O:31][CH2:30]2)=[CH:25][CH:24]=1.Br[C:35]1[CH:36]=[C:37]2[C:41](=[CH:42][C:43]=1[Cl:44])[NH:40][CH:39]=[C:38]2[CH:45]=[O:46].C(=O)([O-])[O-].[K+].[K+].